This data is from Forward reaction prediction with 1.9M reactions from USPTO patents (1976-2016). The task is: Predict the product of the given reaction. (1) Given the reactants [F:1][C:2]([F:18])([F:17])[C:3]([NH:5][C:6]1[C:10]2[CH:11]=[CH:12][C:13]([CH3:16])=[C:14]([I:15])[C:9]=2[O:8][N:7]=1)=[O:4].S(OC)(O[CH3:23])(=O)=O.C(=O)([O-])[O-].[K+].[K+], predict the reaction product. The product is: [F:18][C:2]([F:17])([F:1])[C:3]([N:5]([C:6]1[C:10]2[CH:11]=[CH:12][C:13]([CH3:16])=[C:14]([I:15])[C:9]=2[O:8][N:7]=1)[CH3:23])=[O:4]. (2) Given the reactants C([Li])CCC.C(NC(C)C)(C)C.[Si:13]([O:30][CH2:31][C:32]1[C:33]([F:39])=[N:34][C:35]([F:38])=[CH:36][CH:37]=1)([C:26]([CH3:29])([CH3:28])[CH3:27])([C:20]1[CH:25]=[CH:24][CH:23]=[CH:22][CH:21]=1)[C:14]1[CH:19]=[CH:18][CH:17]=[CH:16][CH:15]=1.[C:40](=[O:42])=[O:41], predict the reaction product. The product is: [Si:13]([O:30][CH2:31][C:32]1[C:33]([F:39])=[N:34][C:35]([F:38])=[C:36]([CH:37]=1)[C:40]([OH:42])=[O:41])([C:26]([CH3:29])([CH3:28])[CH3:27])([C:14]1[CH:19]=[CH:18][CH:17]=[CH:16][CH:15]=1)[C:20]1[CH:25]=[CH:24][CH:23]=[CH:22][CH:21]=1. (3) The product is: [Cl:2][C:3]1[CH:4]=[C:5]([C:13]2[O:17][N:16]=[C:15]([C:18]3[CH:28]=[CH:27][C:21]4[CH2:22][CH2:23][N:24]([CH2:31][CH2:30][C:29]([OH:33])=[O:32])[CH2:25][CH2:26][C:20]=4[CH:19]=3)[N:14]=2)[CH:6]=[CH:7][C:8]=1[O:9][CH:10]([CH3:12])[CH3:11]. Given the reactants Cl.[Cl:2][C:3]1[CH:4]=[C:5]([C:13]2[O:17][N:16]=[C:15]([C:18]3[CH:28]=[CH:27][C:21]4[CH2:22][CH2:23][NH:24][CH2:25][CH2:26][C:20]=4[CH:19]=3)[N:14]=2)[CH:6]=[CH:7][C:8]=1[O:9][CH:10]([CH3:12])[CH3:11].[C:29]([O:33]C(C)(C)C)(=[O:32])[CH:30]=[CH2:31].C(N(C(C)C)CC)(C)C, predict the reaction product. (4) The product is: [C:12]1([C:9]2[N:10]=[C:11]3[CH:2]=[CH:3][CH2:4][N:5]([C:24]([O:26][C:27]([CH3:30])([CH3:29])[CH3:28])=[O:25])[C:6]3=[N:7][C:8]=2[C:18]2[CH:23]=[CH:22][CH:21]=[CH:20][CH:19]=2)[CH:13]=[CH:14][CH:15]=[CH:16][CH:17]=1. Given the reactants Br[CH:2]1[C:11]2[C:6](=[N:7][C:8]([C:18]3[CH:23]=[CH:22][CH:21]=[CH:20][CH:19]=3)=[C:9]([C:12]3[CH:17]=[CH:16][CH:15]=[CH:14][CH:13]=3)[N:10]=2)[N:5]([C:24]([O:26][C:27]([CH3:30])([CH3:29])[CH3:28])=[O:25])[CH2:4][CH2:3]1.C1CCN2C(=NCCC2)CC1, predict the reaction product. (5) Given the reactants [F:1][C:2]1[CH:7]=[CH:6][C:5]([F:8])=[CH:4][C:3]=1[OH:9].Br[CH2:11][CH2:12][CH2:13][CH2:14][CH2:15][CH3:16].C(=O)([O-])[O-].[K+].[K+], predict the reaction product. The product is: [F:1][C:2]1[CH:7]=[CH:6][C:5]([F:8])=[CH:4][C:3]=1[O:9][CH2:11][CH2:12][CH2:13][CH2:14][CH2:15][CH3:16]. (6) Given the reactants [Cl:1][C:2]1[CH:3]=[C:4]([S:9][C:10]2[N:14]([CH:15]([CH3:17])[CH3:16])[N:13]=[C:12]([CH3:18])[C:11]=2[C:19]([C:21]2[CH:26]=[CH:25][CH:24]=[CH:23][CH:22]=2)=[O:20])[CH:5]=[C:6]([Cl:8])[CH:7]=1.[BH4-].[Na+].O, predict the reaction product. The product is: [Cl:8][C:6]1[CH:5]=[C:4]([S:9][C:10]2[N:14]([CH:15]([CH3:17])[CH3:16])[N:13]=[C:12]([CH3:18])[C:11]=2[CH:19]([C:21]2[CH:26]=[CH:25][CH:24]=[CH:23][CH:22]=2)[OH:20])[CH:3]=[C:2]([Cl:1])[CH:7]=1. (7) Given the reactants [CH3:1][CH:2]([S:4]([NH:7][C@H:8]1[CH2:13][CH2:12][C@H:11]([CH2:14][NH:15][C:16](=[S:18])[NH-:17])[CH2:10][CH2:9]1)(=[O:6])=[O:5])[CH3:3].Br[CH2:20][C:21]([C:23]1[CH:28]=[N:27][CH:26]=[CH:25][N:24]=1)=O, predict the reaction product. The product is: [CH3:3][CH:2]([S:4]([NH:7][C@H:8]1[CH2:13][CH2:12][C@H:11]([CH2:14][NH:15][C:16]2[S:18][CH:20]=[C:21]([C:23]3[CH:28]=[N:27][CH:26]=[CH:25][N:24]=3)[N:17]=2)[CH2:10][CH2:9]1)(=[O:5])=[O:6])[CH3:1].